From a dataset of Full USPTO retrosynthesis dataset with 1.9M reactions from patents (1976-2016). Predict the reactants needed to synthesize the given product. (1) The reactants are: [C:1]1([C:20]2[CH:25]=[CH:24][CH:23]=[CH:22][CH:21]=2)[CH:6]=[CH:5][C:4]([NH:7][C:8]2[CH:13]=[N:12][CH:11]=[C:10]3[NH:14][C:15](C(O)=O)=[CH:16][C:9]=23)=[CH:3][CH:2]=1. Given the product [C:1]1([C:20]2[CH:25]=[CH:24][CH:23]=[CH:22][CH:21]=2)[CH:6]=[CH:5][C:4]([NH:7][C:8]2[CH:13]=[N:12][CH:11]=[C:10]3[NH:14][CH:15]=[CH:16][C:9]=23)=[CH:3][CH:2]=1, predict the reactants needed to synthesize it. (2) Given the product [ClH:38].[CH3:1][O:2][C:3](=[O:37])[C@@H:4]([NH:16][C:17](=[O:36])[C:18]1[CH:19]=[CH:20][C:21]([C:24]#[C:25][C:26]#[C:27][C@@H:28]2[CH2:30][C@H:29]2[CH2:31][OH:32])=[CH:22][CH:23]=1)[C:5]([NH2:8])([CH3:7])[CH3:6], predict the reactants needed to synthesize it. The reactants are: [CH3:1][O:2][C:3](=[O:37])[C@@H:4]([NH:16][C:17](=[O:36])[C:18]1[CH:23]=[CH:22][C:21]([C:24]#[C:25][C:26]#[C:27][C@@H:28]2[CH2:30][C@H:29]2[CH2:31][O:32]C(=O)C)=[CH:20][CH:19]=1)[C:5]([NH:8]C(OC(C)(C)C)=O)([CH3:7])[CH3:6].[ClH:38]. (3) Given the product [CH2:15]([O:19][CH2:20][C:21]1[CH:22]=[CH:23][C:24]([CH2:29][N:1]2[CH:5]=[C:4]([C:6]3[C:7]([NH2:12])=[N:8][CH:9]=[CH:10][CH:11]=3)[CH:3]=[N:2]2)=[CH:25][CH:26]=1)[CH2:16][CH2:17][CH3:18], predict the reactants needed to synthesize it. The reactants are: [NH:1]1[CH:5]=[C:4]([C:6]2[C:7]([NH2:12])=[N:8][CH:9]=[CH:10][CH:11]=2)[CH:3]=[N:2]1.[H-].[Na+].[CH2:15]([O:19][CH2:20][C:21]1[CH:26]=[CH:25][CH:24]=[CH:23][C:22]=1CCl)[CH2:16][CH2:17][CH3:18].[CH3:29]N(C)C=O. (4) Given the product [Br:1][CH2:2][C:3]1[CH:4]=[CH:5][C:6]([CH2:9][C:10]([O:12][CH3:15])=[O:11])=[CH:7][CH:8]=1, predict the reactants needed to synthesize it. The reactants are: [Br:1][CH2:2][C:3]1[CH:8]=[CH:7][C:6]([CH2:9][C:10]([OH:12])=[O:11])=[CH:5][CH:4]=1.Cl[Si](C)(C)[CH3:15]. (5) Given the product [C:1]([N:4]1[CH2:8][C@H:7]([NH:9][S:10]([C:13]2[CH:18]=[CH:17][C:16]([O:19][CH2:20][C:21]3[C:30]4[C:25](=[CH:26][CH:27]=[CH:28][CH:29]=4)[N:24]=[C:23]([CH3:31])[CH:22]=3)=[CH:15][CH:14]=2)(=[O:11])=[O:12])[C@H:6]([C:32]([NH:35][OH:36])=[O:34])[CH2:5]1)(=[O:3])[CH3:2], predict the reactants needed to synthesize it. The reactants are: [C:1]([N:4]1[CH2:8][C@H:7]([NH:9][S:10]([C:13]2[CH:18]=[CH:17][C:16]([O:19][CH2:20][C:21]3[C:30]4[C:25](=[CH:26][CH:27]=[CH:28][CH:29]=4)[N:24]=[C:23]([CH3:31])[CH:22]=3)=[CH:15][CH:14]=2)(=[O:12])=[O:11])[C@H:6]([C:32]([OH:34])=O)[CH2:5]1)(=[O:3])[CH3:2].[NH2:35][OH:36]. (6) Given the product [ClH:23].[N:1]12[CH2:6][CH2:5][CH:4]([CH2:7][CH2:8]1)[CH:3]([O:9][C:10]1[CH:11]=[CH:12][C:13]([C:16]3[CH:21]=[CH:20][CH:19]=[C:18]([NH2:22])[CH:17]=3)=[CH:14][CH:15]=1)[CH2:2]2, predict the reactants needed to synthesize it. The reactants are: [N:1]12[CH2:8][CH2:7][CH:4]([CH2:5][CH2:6]1)[CH:3]([O:9][C:10]1[CH:15]=[CH:14][C:13]([C:16]3[CH:21]=[CH:20][CH:19]=[C:18]([NH2:22])[CH:17]=3)=[CH:12][CH:11]=1)[CH2:2]2.[ClH:23].O1CCOCC1. (7) Given the product [CH3:1][C:2]1[C:6]([NH2:7])=[C:5]([O:10][C:11]2[N:15]([C:16]3[CH:21]=[CH:20][CH:19]=[CH:18][CH:17]=3)[N:14]=[C:13]([CH3:22])[CH:12]=2)[N:4]([C:23]2[CH:28]=[CH:27][CH:26]=[CH:25][CH:24]=2)[N:3]=1, predict the reactants needed to synthesize it. The reactants are: [CH3:1][C:2]1[C:6]([N+:7]([O-])=O)=[C:5]([O:10][C:11]2[N:15]([C:16]3[CH:21]=[CH:20][CH:19]=[CH:18][CH:17]=3)[N:14]=[C:13]([CH3:22])[CH:12]=2)[N:4]([C:23]2[CH:28]=[CH:27][CH:26]=[CH:25][CH:24]=2)[N:3]=1.C([O-])(O)=O.[Na+]. (8) Given the product [CH3:11][C:10]1[C:5]([C:3]2[N:4]=[C:23]([C:14]3[C:15]4[C:20](=[CH:19][CH:18]=[CH:17][CH:16]=4)[CH:21]=[CH:22][C:13]=3[OH:12])[O:1][N:2]=2)=[N:6][CH:7]=[CH:8][CH:9]=1, predict the reactants needed to synthesize it. The reactants are: [OH:1][NH:2][C:3]([C:5]1[C:10]([CH3:11])=[CH:9][CH:8]=[CH:7][N:6]=1)=[NH:4].[OH:12][C:13]1[CH:22]=[CH:21][C:20]2[C:15](=[CH:16][CH:17]=[CH:18][CH:19]=2)[C:14]=1[C:23](O)=O.